From a dataset of Forward reaction prediction with 1.9M reactions from USPTO patents (1976-2016). Predict the product of the given reaction. (1) Given the reactants [OH:1][C:2]1[CH:7]=[CH:6][C:5]([CH2:8][CH2:9][CH2:10][OH:11])=[CH:4][CH:3]=1.Br[CH2:13][CH2:14][CH2:15][CH2:16][CH2:17][C:18]#[N:19], predict the reaction product. The product is: [C:18]([CH2:17][CH2:16][CH2:15][CH2:14][CH2:13][O:1][C:2]1[CH:3]=[CH:4][C:5]([CH2:8][CH2:9][CH2:10][O:11][CH2:13][CH2:14][CH2:15][CH2:16][CH2:17][C:18]#[N:19])=[CH:6][CH:7]=1)#[N:19]. (2) Given the reactants [NH2:1][CH2:2][C:3]1[S:7][C:6]([C:8]2[C:9](=[O:30])[N:10]([CH2:22][CH2:23][C:24]3[CH:29]=[CH:28][CH:27]=[CH:26][CH:25]=3)[C:11]([C:15]3[CH:20]=[CH:19][CH:18]=[CH:17][C:16]=3[OH:21])=[N:12][C:13]=2[CH3:14])=[CH:5][CH:4]=1.C=O.[C:33]([BH3-])#N.[Na+], predict the reaction product. The product is: [OH:21][C:16]1[CH:17]=[CH:18][CH:19]=[CH:20][C:15]=1[C:11]1[N:10]([CH2:22][CH2:23][C:24]2[CH:25]=[CH:26][CH:27]=[CH:28][CH:29]=2)[C:9](=[O:30])[C:8]([C:6]2[S:7][C:3]([CH2:2][NH:1][CH3:33])=[CH:4][CH:5]=2)=[C:13]([CH3:14])[N:12]=1. (3) The product is: [C@H:1]12[CH2:15][C@H:5]([N:6]([C:8]([O:10][C:11]([CH3:12])([CH3:14])[CH3:13])=[O:9])[CH2:7]1)[CH2:4][N:3]([C:24]([O:26][CH3:27])=[O:25])[CH2:2]2. Given the reactants [C@H:1]12[CH2:15][C@H:5]([N:6]([C:8]([O:10][C:11]([CH3:14])([CH3:13])[CH3:12])=[O:9])[CH2:7]1)[CH2:4][NH:3][CH2:2]2.C(N(CC)CC)C.Cl[C:24]([O:26][CH3:27])=[O:25], predict the reaction product. (4) Given the reactants [CH2:1]1N2CCN(CC2)C1.[CH3:9][C:10]1[CH:11]=[C:12]([C:20]2[O:24][N:23]=[C:22]([C:25]3[CH:26]=[CH:27][CH:28]=[C:29]4[C:33]=3[NH:32][CH:31]=[C:30]4[CH2:34][CH2:35][C:36]([O:38]CC)=[O:37])[N:21]=2)[CH:13]=[N:14][C:15]=1[O:16][CH:17]([CH3:19])[CH3:18], predict the reaction product. The product is: [CH3:1][N:32]1[C:33]2[C:29](=[CH:28][CH:27]=[CH:26][C:25]=2[C:22]2[N:21]=[C:20]([C:12]3[CH:13]=[N:14][C:15]([O:16][CH:17]([CH3:19])[CH3:18])=[C:10]([CH3:9])[CH:11]=3)[O:24][N:23]=2)[C:30]([CH2:34][CH2:35][C:36]([OH:38])=[O:37])=[CH:31]1. (5) Given the reactants [CH3:1][C:2]1[C:6]([C:7]2[CH:17]=[C:16](B3OC(C)(C)C(C)(C)O3)[C:10]3[N:11]([CH3:15])[C:12](=[O:14])[NH:13][C:9]=3[CH:8]=2)=[C:5]([CH3:27])[O:4][N:3]=1.Br[C:29]1[C:38]([C:39]([F:42])([F:41])[F:40])=[CH:37][CH:36]=[C:35]2[C:30]=1[CH:31]=[CH:32][CH:33]=[N:34]2.C([O-])([O-])=O.[Cs+].[Cs+], predict the reaction product. The product is: [CH3:1][C:2]1[C:6]([C:7]2[CH:17]=[C:16]([C:29]3[C:38]([C:39]([F:40])([F:41])[F:42])=[CH:37][CH:36]=[C:35]4[C:30]=3[CH:31]=[CH:32][CH:33]=[N:34]4)[C:10]3[N:11]([CH3:15])[C:12](=[O:14])[NH:13][C:9]=3[CH:8]=2)=[C:5]([CH3:27])[O:4][N:3]=1. (6) The product is: [C:40](/[CH:39]=[CH:38]/[C@:21]12[CH2:33][C:32](=[O:34])[C:31]([CH:35]([CH3:37])[CH3:36])=[C:22]1[C@@H:23]1[C@@:18]([CH3:43])([CH2:19][CH2:20]2)[C@@:17]2([CH3:44])[C@@H:26]([C@:27]3([CH3:30])[C@@H:14]([CH2:15][CH2:16]2)[C:13]([CH3:46])([CH3:45])[C@@H:12]([O:11][C:9](=[O:10])[CH2:8][C:7]([CH3:47])([CH3:48])[C:6]([OH:49])=[O:5])[CH2:29][CH2:28]3)[CH2:25][CH2:24]1)([OH:42])=[O:41]. Given the reactants C([O:5][C:6](=[O:49])[C:7]([CH3:48])([CH3:47])[CH2:8][C:9]([O:11][C@H:12]1[CH2:29][CH2:28][C@@:27]2([CH3:30])[C@@H:14]([CH2:15][CH2:16][C@:17]3([CH3:44])[C@@H:26]2[CH2:25][CH2:24][C@H:23]2[C@@:18]3([CH3:43])[CH2:19][CH2:20][C@@:21]3(/[CH:38]=[CH:39]/[C:40]([OH:42])=[O:41])[CH2:33][C:32](=[O:34])[C:31]([CH:35]([CH3:37])[CH3:36])=[C:22]32)[C:13]1([CH3:46])[CH3:45])=[O:10])(C)(C)C.FC(F)(F)C(O)=O, predict the reaction product. (7) Given the reactants CN(C)C=O.C(Cl)(=O)C(Cl)=O.[Cl:12][C:13]1[CH:18]=[CH:17][N:16]=[C:15]([C:19]([OH:21])=[O:20])[CH:14]=1.[CH:22](O)([CH3:24])[CH3:23], predict the reaction product. The product is: [CH:22]([O:20][C:19](=[O:21])[C:15]1[CH:14]=[C:13]([Cl:12])[CH:18]=[CH:17][N:16]=1)([CH3:24])[CH3:23]. (8) Given the reactants [OH:1][CH2:2][CH2:3][CH2:4][CH2:5][CH2:6][CH2:7][N:8]1[CH2:13][CH2:12][CH:11]([C:14]2[CH:15]=[C:16]([NH:20][C:21](=[O:25])[CH:22]([CH3:24])[CH3:23])[CH:17]=[CH:18][CH:19]=2)[CH2:10][CH2:9]1.[CH3:26][C:27]1[O:31][N:30]=[C:29]([C:32]2[CH:37]=[CH:36][CH:35]=[CH:34][CH:33]=2)[C:28]=1[C:38](Cl)=[O:39], predict the reaction product. The product is: [CH3:26][C:27]1[O:31][N:30]=[C:29]([C:32]2[CH:37]=[CH:36][CH:35]=[CH:34][CH:33]=2)[C:28]=1[C:38]([O:1][CH2:2][CH2:3][CH2:4][CH2:5][CH2:6][CH2:7][N:8]1[CH2:13][CH2:12][CH:11]([C:14]2[CH:19]=[CH:18][CH:17]=[C:16]([NH:20][C:21](=[O:25])[CH:22]([CH3:23])[CH3:24])[CH:15]=2)[CH2:10][CH2:9]1)=[O:39].